From a dataset of Catalyst prediction with 721,799 reactions and 888 catalyst types from USPTO. Predict which catalyst facilitates the given reaction. (1) Reactant: [Cl:1][C:2]1[CH:7]=[CH:6][C:5]([C:8]2[CH:13]=[CH:12][CH:11]=[CH:10][C:9]=2[C@@H:14]([OH:32])[CH:15]2[CH2:20][CH2:19][N:18]([C:21]3[CH:31]=[CH:30][C:24]([C:25]([O:27]CC)=[O:26])=[CH:23][CH:22]=3)[CH2:17][CH2:16]2)=[CH:4][CH:3]=1.[Li+].[OH-]. Product: [Cl:1][C:2]1[CH:3]=[CH:4][C:5]([C:8]2[CH:13]=[CH:12][CH:11]=[CH:10][C:9]=2[C@@H:14]([OH:32])[CH:15]2[CH2:20][CH2:19][N:18]([C:21]3[CH:22]=[CH:23][C:24]([C:25]([OH:27])=[O:26])=[CH:30][CH:31]=3)[CH2:17][CH2:16]2)=[CH:6][CH:7]=1. The catalyst class is: 87. (2) Reactant: [N:1]1[N:9]2[C:4]([N:5]=[C:6]3[CH2:15][CH2:14][CH2:13]CC[C:7]3=[C:8]2[OH:10])=[CH:3][CH:2]=1.COC(C1CCCC1=O)=O.N1NC(N)=CC=1. Product: [N:1]1[N:9]2[C:4]([N:5]=[C:6]3[C:7](=[C:8]2[OH:10])[CH2:13][CH2:14][CH2:15]3)=[CH:3][CH:2]=1. The catalyst class is: 15. (3) Reactant: Cl[CH2:2][C:3]1[N:7]2[N:8]=[C:9]([NH:12][C:13]3[CH:18]=[CH:17][CH:16]=[C:15]([Cl:19])[CH:14]=3)[CH:10]=[CH:11][C:6]2=[N:5][N:4]=1.[CH3:20][NH2:21]. Product: [Cl:19][C:15]1[CH:14]=[C:13]([NH:12][C:9]2[CH:10]=[CH:11][C:6]3[N:7]([C:3]([CH2:2][NH:21][CH3:20])=[N:4][N:5]=3)[N:8]=2)[CH:18]=[CH:17][CH:16]=1. The catalyst class is: 6. (4) Reactant: [H-].[Na+].[CH3:3][O:4][C:5]1[CH:6]=[C:7]([CH2:11][C:12]#[N:13])[CH:8]=[CH:9][CH:10]=1.Br[CH2:15][CH2:16]Br.[Cl-].[NH4+]. Product: [CH3:3][O:4][C:5]1[CH:6]=[C:7]([C:11]2([C:12]#[N:13])[CH2:16][CH2:15]2)[CH:8]=[CH:9][CH:10]=1. The catalyst class is: 9. (5) Reactant: [Br:1][C:2]1[CH:7]=[CH:6][C:5]([C:8]2[N:9]=[C:10]([NH:13][CH2:14][CH2:15][NH2:16])[S:11][CH:12]=2)=[CH:4][CH:3]=1.C(N(CC)CC)C.Cl[C:25](Cl)([O:27]C(=O)OC(Cl)(Cl)Cl)Cl. Product: [Br:1][C:2]1[CH:3]=[CH:4][C:5]([C:8]2[N:9]=[C:10]([N:13]3[CH2:14][CH2:15][NH:16][C:25]3=[O:27])[S:11][CH:12]=2)=[CH:6][CH:7]=1. The catalyst class is: 124. (6) Reactant: C([Sn](CCCC)(CCCC)[C:6]1[N:7]=[CH:8][N:9]([C:11]2[CH:16]=[C:15]([C:17]3[CH:22]=[CH:21][C:20]([C:23]([F:26])([F:25])[F:24])=[CH:19][CH:18]=3)[CH:14]=[C:13]([C:27]([F:30])([F:29])[F:28])[N:12]=2)[CH:10]=1)CCC.[C:39]([NH:43][S:44]([C:47]1[S:51][C:50](Cl)=[N:49][C:48]=1[CH3:53])(=[O:46])=[O:45])([CH3:42])([CH3:41])[CH3:40].CCCCCCC. Product: [C:39]([NH:43][S:44]([C:47]1[S:51][C:50]([C:6]2[N:7]=[CH:8][N:9]([C:11]3[CH:16]=[C:15]([C:17]4[CH:18]=[CH:19][C:20]([C:23]([F:25])([F:24])[F:26])=[CH:21][CH:22]=4)[CH:14]=[C:13]([C:27]([F:30])([F:29])[F:28])[N:12]=3)[CH:10]=2)=[N:49][C:48]=1[CH3:53])(=[O:45])=[O:46])([CH3:42])([CH3:41])[CH3:40]. The catalyst class is: 109. (7) Reactant: [N+:1]([C:4]1[CH:5]=[C:6]([CH:19]=[CH:20][CH:21]=1)[CH2:7][N:8]1[CH:12]=[CH:11][N:10]=[C:9]1[C:13]1[CH:18]=[CH:17][N:16]=[CH:15][CH:14]=1)([O-])=O. Product: [N:16]1[CH:17]=[CH:18][C:13]([C:9]2[N:8]([CH2:7][C:6]3[CH:5]=[C:4]([NH2:1])[CH:21]=[CH:20][CH:19]=3)[CH:12]=[CH:11][N:10]=2)=[CH:14][CH:15]=1. The catalyst class is: 63. (8) Reactant: [CH3:1][C:2]1[CH:3]=[C:4]([CH3:12])[C:5]2[O:9][C:8](S)=[N:7][C:6]=2[CH:11]=1.[CH3:13][N:14]1[CH2:20][CH2:19][CH2:18][NH:17][CH2:16][CH2:15]1. Product: [CH3:1][C:2]1[CH:3]=[C:4]([CH3:12])[C:5]2[O:9][C:8]([N:17]3[CH2:18][CH2:19][CH2:20][N:14]([CH3:13])[CH2:15][CH2:16]3)=[N:7][C:6]=2[CH:11]=1. The catalyst class is: 22. (9) Reactant: C([O:8][C:9]1[CH:14]=[CH:13][C:12]([N:15]([CH3:60])[C:16]([C:18]2[CH:19]=[C:20]([C:27]3[CH:28]=[C:29]4[C:33](=[CH:34][C:35]=3[C:36]([N:38]3[C@H:47]([CH3:48])[CH2:46][C:45]5[C:40](=[CH:41][CH:42]=[CH:43][CH:44]=5)[CH2:39]3)=[O:37])[CH2:32][N:31]([C:49](=[O:59])[CH:50]([CH2:52][C:53]3[CH:58]=[CH:57][CH:56]=[CH:55][CH:54]=3)[CH3:51])[CH2:30]4)[N:21]3[C:26]=2[CH2:25][CH2:24][CH2:23][CH2:22]3)=[O:17])=[CH:11][CH:10]=1)C1C=CC=CC=1. Product: [CH2:52]([CH:50]([CH3:51])[C:49]([N:31]1[CH2:30][C:29]2[C:33](=[CH:34][C:35]([C:36]([N:38]3[C@H:47]([CH3:48])[CH2:46][C:45]4[C:40](=[CH:41][CH:42]=[CH:43][CH:44]=4)[CH2:39]3)=[O:37])=[C:27]([C:20]3[N:21]4[C:26]([CH2:25][CH2:24][CH2:23][CH2:22]4)=[C:18]([C:16]([N:15]([C:12]4[CH:11]=[CH:10][C:9]([OH:8])=[CH:14][CH:13]=4)[CH3:60])=[O:17])[CH:19]=3)[CH:28]=2)[CH2:32]1)=[O:59])[C:53]1[CH:58]=[CH:57][CH:56]=[CH:55][CH:54]=1. The catalyst class is: 29. (10) Reactant: [Br:1][CH2:2][C:3]([C:5]1(Br)[CH2:9][CH2:8][CH2:7][CH2:6]1)=[O:4].[N:11]1[CH:16]=[CH:15][CH:14]=[CH:13][C:12]=1[CH3:17]. Product: [Br-:1].[C:5]1([C:3](=[O:4])[CH2:2][N+:11]2[CH:16]=[CH:15][CH:14]=[CH:13][C:12]=2[CH3:17])[CH2:9][CH2:8][CH2:7][CH:6]=1. The catalyst class is: 21.